Dataset: Full USPTO retrosynthesis dataset with 1.9M reactions from patents (1976-2016). Task: Predict the reactants needed to synthesize the given product. (1) Given the product [Cl:1][C:2]1[CH:3]=[CH:4][C:5]([OH:11])=[C:6]([CH:10]=1)[C:7]([NH:15][C:14]1[CH:16]=[CH:17][CH:18]=[CH:19][C:13]=1[Cl:12])=[O:9], predict the reactants needed to synthesize it. The reactants are: [Cl:1][C:2]1[CH:3]=[CH:4][C:5]([OH:11])=[C:6]([CH:10]=1)[C:7]([OH:9])=O.[Cl:12][C:13]1[CH:19]=[CH:18][CH:17]=[CH:16][C:14]=1[NH2:15]. (2) The reactants are: [NH2:1][C:2]1[N:7]=[C:6]([NH:8][CH2:9][CH2:10][C:11]2[CH:16]=[CH:15][C:14]([S:17]([NH2:20])(=[O:19])=[O:18])=[CH:13][CH:12]=2)[CH:5]=[C:4](Cl)[N:3]=1.[F:22][C:23]1[CH:28]=[CH:27][C:26](B(O)O)=[CH:25][C:24]=1[CH3:32]. Given the product [NH2:1][C:2]1[N:7]=[C:6]([NH:8][CH2:9][CH2:10][C:11]2[CH:16]=[CH:15][C:14]([S:17]([NH2:20])(=[O:19])=[O:18])=[CH:13][CH:12]=2)[CH:5]=[C:4]([C:26]2[CH:27]=[CH:28][C:23]([F:22])=[C:24]([CH3:32])[CH:25]=2)[N:3]=1, predict the reactants needed to synthesize it. (3) Given the product [CH3:12][O:11][C:10]1[C:2]([CH3:1])=[C:3]([C:4](=[O:6])[CH3:14])[CH:7]=[CH:8][CH:9]=1, predict the reactants needed to synthesize it. The reactants are: [CH3:1][C:2]1[C:10]([O:11][CH3:12])=[CH:9][CH:8]=[CH:7][C:3]=1[C:4]([OH:6])=O.O1CCC[CH2:14]1.C[Mg]Br.[Cl-].[NH4+]. (4) Given the product [CH3:58][CH:57]([NH:60][C:61](=[O:62])[O:27][C:26]1[C:25]2[CH:24]=[CH:23][CH:22]=[CH:21][C:20]=2[N:19]=[C:18]2[O:28][C@H:29]3[CH2:35][N:32]([C:33](=[O:34])[C@H:6]([CH:1]4[CH2:5][CH2:4][CH2:3][CH2:2]4)[NH:7][C:8](=[O:56])[O:9][C@@H:10]4[CH2:55][CH2:54][CH2:53][C@H:11]4[CH2:12][CH2:13][CH:14]=[CH:15][CH2:16][C:17]=12)[C@H:31]([C:36](=[O:37])[NH:38][C@:39]1([C:44](=[O:52])[NH:45][S:46]([CH:49]2[CH2:50][CH2:51]2)(=[O:47])=[O:48])[CH2:41][C@H:40]1[CH:42]=[CH2:43])[CH2:30]3)[CH3:59], predict the reactants needed to synthesize it. The reactants are: [CH:1]1([C@H:6]2[C:33](=[O:34])[N:32]3[CH2:35][C@@H:29]([CH2:30][C@H:31]3[C:36]([NH:38][C@:39]3([C:44](=[O:52])[NH:45][S:46]([CH:49]4[CH2:51][CH2:50]4)(=[O:48])=[O:47])[CH2:41][C@H:40]3[CH:42]=[CH2:43])=[O:37])[O:28][C:18]3=[N:19][C:20]4[CH:21]=[CH:22][CH:23]=[CH:24][C:25]=4[C:26]([OH:27])=[C:17]3[CH2:16][CH:15]=[CH:14][CH2:13][CH2:12][C@@H:11]3[CH2:53][CH2:54][CH2:55][C@H:10]3[O:9][C:8](=[O:56])[NH:7]2)[CH2:5][CH2:4][CH2:3][CH2:2]1.[CH:57]([N:60]=[C:61]=[O:62])([CH3:59])[CH3:58]. (5) Given the product [Br:1][C:2]1[CH:3]=[CH:4][C:5]([OH:8])=[C:6]([C:20]([C:14]2[CH2:19][CH2:18][CH2:17][CH2:16][CH:15]=2)=[O:21])[CH:7]=1, predict the reactants needed to synthesize it. The reactants are: [Br:1][C:2]1[CH:7]=[CH:6][C:5]([O:8]C)=[CH:4][CH:3]=1.[Cl-].[Al+3].[Cl-].[Cl-].[C:14]1([C:20](Cl)=[O:21])[CH2:19][CH2:18][CH2:17][CH2:16][CH:15]=1. (6) Given the product [NH2:11][C:8]1([C:4]2[CH:3]=[C:2]([Br:1])[CH:7]=[CH:6][C:5]=2[S:20]([OH:23])(=[O:22])=[O:21])[CH2:10][CH2:9]1, predict the reactants needed to synthesize it. The reactants are: [Br:1][C:2]1[CH:3]=[C:4]([C:8]2([NH:11]C(=O)OC(C)(C)C)[CH2:10][CH2:9]2)[CH:5]=[CH:6][CH:7]=1.Cl[S:20]([OH:23])(=[O:22])=[O:21]. (7) Given the product [CH:17]1([N:19]2[CH2:38][CH2:37][N:36]([C:10]([CH:3]3[C:4]4[C:9](=[CH:8][CH:7]=[CH:6][CH:5]=4)[NH:1][CH2:2]3)=[O:12])[CH2:35][CH2:34]2)[CH2:18][CH2:13][CH2:14][CH2:15][CH2:16]1, predict the reactants needed to synthesize it. The reactants are: [NH:1]1[C:9]2[C:4](=[CH:5][CH:6]=[CH:7][CH:8]=2)[CH:3]([C:10]([OH:12])=O)[CH2:2]1.[CH:13]1[CH:14]=[CH:15][C:16]2N(O)N=[N:19][C:17]=2[CH:18]=1.CCN=C=NCCCN(C)C.[CH3:34][CH2:35][N:36](CC)[CH2:37][CH3:38]. (8) Given the product [CH2:10]([N:14]([CH2:15][CH2:16][CH2:17][CH3:18])[C:4](=[O:6])[CH2:3][C:2](=[O:1])[CH2:8][CH3:9])[CH2:11][CH2:12][CH3:13], predict the reactants needed to synthesize it. The reactants are: [O:1]=[C:2]([CH2:8][CH3:9])[CH2:3][C:4]([O:6]C)=O.[CH2:10]([NH:14][CH2:15][CH2:16][CH2:17][CH3:18])[CH2:11][CH2:12][CH3:13].